From a dataset of Forward reaction prediction with 1.9M reactions from USPTO patents (1976-2016). Predict the product of the given reaction. (1) Given the reactants [H-].[Na+].[CH2:3]1COCC1.[CH3:8][O:9][C:10]1[C:18]2[N:17]=[C:16]([CH2:19][C:20]3[CH:25]=[CH:24][CH:23]=[C:22]([C:26]([F:29])([F:28])[F:27])[CH:21]=3)[NH:15][C:14]=2[CH:13]=[CH:12][CH:11]=1.IC, predict the reaction product. The product is: [CH3:8][O:9][C:10]1[C:18]2[N:17]=[C:16]([CH2:19][C:20]3[CH:25]=[CH:24][CH:23]=[C:22]([C:26]([F:29])([F:28])[F:27])[CH:21]=3)[N:15]([CH3:3])[C:14]=2[CH:13]=[CH:12][CH:11]=1. (2) Given the reactants [Br:1][C:2]1[C:3]([F:21])=[C:4]([N:8]2[CH:13]=[C:12]([O:14][CH3:15])[C:11](=[O:16])[C:10]([C:17]([O:19]C)=[O:18])=[N:9]2)[CH:5]=[CH:6][CH:7]=1.[OH-].[Na+].Cl, predict the reaction product. The product is: [Br:1][C:2]1[C:3]([F:21])=[C:4]([N:8]2[CH:13]=[C:12]([O:14][CH3:15])[C:11](=[O:16])[C:10]([C:17]([OH:19])=[O:18])=[N:9]2)[CH:5]=[CH:6][CH:7]=1. (3) Given the reactants [CH3:1][O:2][CH2:3][CH2:4][O:5][C:6]1[CH:7]=[C:8]2[CH:14]=[C:13]([C:15]([OH:17])=O)[NH:12][C:9]2=[CH:10][N:11]=1.Cl.Cl.[CH:20]([N:23]1[CH2:28][CH2:27][CH:26]([NH2:29])[CH2:25][CH2:24]1)([CH3:22])[CH3:21].CN(C=O)C.CCN(C(C)C)C(C)C, predict the reaction product. The product is: [CH:20]([N:23]1[CH2:28][CH2:27][CH:26]([NH:29][C:15]([C:13]2[NH:12][C:9]3=[CH:10][N:11]=[C:6]([O:5][CH2:4][CH2:3][O:2][CH3:1])[CH:7]=[C:8]3[CH:14]=2)=[O:17])[CH2:25][CH2:24]1)([CH3:22])[CH3:21]. (4) Given the reactants [Si:1]([O:8][C:9]1[C:10]([F:19])=[C:11]([CH:14]=[C:15]([CH2:17][CH3:18])[CH:16]=1)C=O)([C:4]([CH3:7])([CH3:6])[CH3:5])([CH3:3])[CH3:2].CCCC[N+](CCCC)(CCCC)CCCC.[F-], predict the reaction product. The product is: [C:4]([Si:1]([O:8][C:9]1[CH:16]=[C:15]([CH2:17][CH3:18])[CH:14]=[CH:11][C:10]=1[F:19])([CH3:3])[CH3:2])([CH3:7])([CH3:6])[CH3:5]. (5) The product is: [C:20]1([C:19]2[N:12]3[CH:13]=[CH:14][CH:15]=[C:16]([C:17]#[N:18])[C:11]3=[N:10][C:9]=2[C:6]2[CH:5]=[CH:4][C:3]([CH2:1][N:47]3[CH2:46][CH2:45][CH:44]([C:41]4[NH:40][C:39]([C:33]5[CH:38]=[CH:37][CH:36]=[CH:35][CH:34]=5)=[N:43][N:42]=4)[CH2:49][CH2:48]3)=[CH:8][CH:7]=2)[CH:21]=[CH:22][CH:23]=[CH:24][CH:25]=1. Given the reactants [CH:1]([C:3]1[CH:8]=[CH:7][C:6]([C:9]2[N:10]=[C:11]3[C:16]([C:17]#[N:18])=[CH:15][CH:14]=[CH:13][N:12]3[C:19]=2[C:20]2[CH:25]=[CH:24][CH:23]=[CH:22][CH:21]=2)=[CH:5][CH:4]=1)=O.C(N(CC)CC)C.[C:33]1([C:39]2[NH:43][N:42]=[C:41]([CH:44]3[CH2:49][CH2:48][NH:47][CH2:46][CH2:45]3)[N:40]=2)[CH:38]=[CH:37][CH:36]=[CH:35][CH:34]=1.C(O)(=O)C.[BH-](OC(C)=O)(OC(C)=O)OC(C)=O.[Na+], predict the reaction product. (6) The product is: [F:34][C:35]1[C:42]([O:43][CH3:44])=[CH:41][CH:40]=[CH:39][C:36]=1[CH2:37][NH:38][C:4](=[O:6])[C:3]1[CH:7]=[CH:8][C:9]([NH2:11])=[N:10][C:2]=1[NH2:1]. Given the reactants [NH2:1][C:2]1[N:10]=[C:9]([NH2:11])[CH:8]=[CH:7][C:3]=1[C:4]([OH:6])=O.ON1C2C=CC=CC=2N=N1.CCN=C=NCCCN(C)C.Cl.[F:34][C:35]1[C:42]([O:43][CH3:44])=[CH:41][CH:40]=[CH:39][C:36]=1[CH2:37][NH2:38], predict the reaction product. (7) The product is: [ClH:1].[ClH:1].[CH3:6][O:7][C:8]1[CH:9]=[C:10]([CH:11]=[CH:12][C:13]=1[O:23][CH3:20])[CH2:18][CH2:17][N:19]1[CH2:15][CH2:14][N:4]([CH2:5][CH2:6][O:7][C:8]2[CH:13]=[CH:12][CH:11]=[CH:10][CH:9]=2)[CH2:3][CH2:2]1. Given the reactants [Cl:1][CH2:2][CH2:3][N:4]([CH2:14][CH2:15]Cl)[CH2:5][CH2:6][O:7][C:8]1[CH:13]=[CH:12][CH:11]=[CH:10][CH:9]=1.[CH2:17]([NH2:19])[CH3:18].[C:20](=[O:23])([O-])[O-].[K+].[K+].[I-].[Na+], predict the reaction product. (8) Given the reactants [H-].[Na+].[O:3]=[C:4]1[C:9]([C:10]2[CH:19]=[CH:18][C:13]([C:14]([O:16][CH3:17])=[O:15])=[CH:12][CH:11]=2)=[CH:8][CH:7]=[CH:6][N:5]1[CH2:20][CH2:21][N:22]1[CH2:27][CH2:26][NH:25][C:24](=[O:28])[CH2:23]1.CI.[C:31](=O)([O-])O.[Na+], predict the reaction product. The product is: [CH3:31][N:25]1[CH2:26][CH2:27][N:22]([CH2:21][CH2:20][N:5]2[CH:6]=[CH:7][CH:8]=[C:9]([C:10]3[CH:11]=[CH:12][C:13]([C:14]([O:16][CH3:17])=[O:15])=[CH:18][CH:19]=3)[C:4]2=[O:3])[CH2:23][C:24]1=[O:28]. (9) Given the reactants C(S([N:7]1[C:11]2[CH:12]=[C:13]([C:16]3[N:17]=[C:18]([C:27]4[C:32]([F:33])=[CH:31][CH:30]=[CH:29][C:28]=4[F:34])[NH:19][C:20]=3[C:21]3[CH:26]=[CH:25][CH:24]=[CH:23][CH:22]=3)[CH:14]=[CH:15][C:10]=2[N:9]=[C:8]1[NH2:35])(=O)=O)(C)C.[OH-].[Na+].C(#N)C, predict the reaction product. The product is: [NH2:35][C:8]1[NH:9][C:10]2[CH:15]=[CH:14][C:13]([C:16]3[N:17]=[C:18]([C:27]4[C:28]([F:34])=[CH:29][CH:30]=[CH:31][C:32]=4[F:33])[NH:19][C:20]=3[C:21]3[CH:22]=[CH:23][CH:24]=[CH:25][CH:26]=3)=[CH:12][C:11]=2[N:7]=1.